Dataset: Forward reaction prediction with 1.9M reactions from USPTO patents (1976-2016). Task: Predict the product of the given reaction. (1) Given the reactants [CH3:1][O:2][C:3]1[CH:8]=[CH:7][C:6]([N:9]2[C:13]([C:14]3[CH:19]=[CH:18][C:17]([O:20][CH3:21])=[CH:16][CH:15]=3)=[N:12][C:11]([OH:22])=[N:10]2)=[CH:5][CH:4]=1.C(=O)([O-])[O-].[K+].[K+].I[CH2:30][CH3:31].O, predict the reaction product. The product is: [CH2:30]([O:22][C:11]1[N:12]=[C:13]([C:14]2[CH:19]=[CH:18][C:17]([O:20][CH3:21])=[CH:16][CH:15]=2)[N:9]([C:6]2[CH:5]=[CH:4][C:3]([O:2][CH3:1])=[CH:8][CH:7]=2)[N:10]=1)[CH3:31]. (2) Given the reactants [C:1]1(/[C:7](/[C:11]2[CH:16]=[CH:15][C:14]([C:17]([F:20])([F:19])[F:18])=[CH:13][CH:12]=2)=[CH:8]/[CH2:9][OH:10])[CH:6]=[CH:5][CH:4]=[CH:3][CH:2]=1, predict the reaction product. The product is: [C:1]1(/[C:7](/[C:11]2[CH:12]=[CH:13][C:14]([C:17]([F:18])([F:19])[F:20])=[CH:15][CH:16]=2)=[CH:8]/[CH:9]=[O:10])[CH:6]=[CH:5][CH:4]=[CH:3][CH:2]=1.